From a dataset of Forward reaction prediction with 1.9M reactions from USPTO patents (1976-2016). Predict the product of the given reaction. (1) Given the reactants [OH-].[K+].[O:3]1[CH2:6][C:5](=[CH:7][C:8]([O:10][CH2:11][CH3:12])=[O:9])[CH2:4]1.[Br:13][C:14]1[CH:15]=[C:16](B(O)O)[CH:17]=[CH:18][CH:19]=1, predict the reaction product. The product is: [Br:13][C:14]1[CH:19]=[C:18]([C:5]2([CH2:7][C:8]([O:10][CH2:11][CH3:12])=[O:9])[CH2:6][O:3][CH2:4]2)[CH:17]=[CH:16][CH:15]=1. (2) Given the reactants C(OC(=O)[NH:7][C@H:8]([C:17](=[O:27])[NH:18][C:19]1[S:20][CH:21]=[C:22]([C:24](=[O:26])[CH3:25])[N:23]=1)[C@H:9]([C:11]1[CH:16]=[CH:15][CH:14]=[CH:13][CH:12]=1)[CH3:10])(C)(C)C.FC(F)(F)C(O)=O, predict the reaction product. The product is: [C:24]([C:22]1[N:23]=[C:19]([NH:18][C:17](=[O:27])[C@@H:8]([NH2:7])[C@H:9]([C:11]2[CH:12]=[CH:13][CH:14]=[CH:15][CH:16]=2)[CH3:10])[S:20][CH:21]=1)(=[O:26])[CH3:25]. (3) Given the reactants CC(OI1(OC(C)=O)(OC(C)=O)OC(=O)C2C=CC=CC1=2)=O.[F:23][C:24]1[CH:25]=[C:26]([CH:48]([OH:50])[CH3:49])[CH:27]=[CH:28][C:29]=1[C:30]1[S:31][C:32]2[C:37]([N:38]=1)=[CH:36][CH:35]=[C:34]([C:39]1([C:42]3[CH:47]=[CH:46][CH:45]=[CH:44][CH:43]=3)[CH2:41][CH2:40]1)[N:33]=2.ClCCl.C([O-])(O)=O.[Na+], predict the reaction product. The product is: [F:23][C:24]1[CH:25]=[C:26]([C:48](=[O:50])[CH3:49])[CH:27]=[CH:28][C:29]=1[C:30]1[S:31][C:32]2[C:37]([N:38]=1)=[CH:36][CH:35]=[C:34]([C:39]1([C:42]3[CH:43]=[CH:44][CH:45]=[CH:46][CH:47]=3)[CH2:40][CH2:41]1)[N:33]=2. (4) The product is: [N+:8]([C:7]1[C:2]([N:14]2[CH2:19][CH2:18][CH2:17][C@H:16]([NH:20][C:21](=[O:27])[O:22][C:23]([CH3:25])([CH3:24])[CH3:26])[CH2:15]2)=[C:3]2[CH:13]=[CH:12][S:11][C:4]2=[N:5][CH:6]=1)([O-:10])=[O:9]. Given the reactants Cl[C:2]1[C:7]([N+:8]([O-:10])=[O:9])=[CH:6][N:5]=[C:4]2[S:11][CH:12]=[CH:13][C:3]=12.[NH:14]1[CH2:19][CH2:18][CH2:17][C@H:16]([NH:20][C:21](=[O:27])[O:22][C:23]([CH3:26])([CH3:25])[CH3:24])[CH2:15]1.CCN(C(C)C)C(C)C, predict the reaction product. (5) Given the reactants [NH2:1][C:2]1[CH:7]=[CH:6][C:5]([Cl:8])=[CH:4][C:3]=1[C:9]([C:11]1[CH:16]=[CH:15][CH:14]=[CH:13][CH:12]=1)=[O:10].[C:17]([NH:20][C:21]1[CH:26]=[CH:25][C:24]([S:27](Cl)(=[O:29])=[O:28])=[CH:23][CH:22]=1)(=[O:19])[CH3:18], predict the reaction product. The product is: [C:9]([C:3]1[CH:4]=[C:5]([Cl:8])[CH:6]=[CH:7][C:2]=1[NH:1][S:27]([C:24]1[CH:23]=[CH:22][C:21]([NH:20][C:17](=[O:19])[CH3:18])=[CH:26][CH:25]=1)(=[O:29])=[O:28])(=[O:10])[C:11]1[CH:12]=[CH:13][CH:14]=[CH:15][CH:16]=1.